From a dataset of Catalyst prediction with 721,799 reactions and 888 catalyst types from USPTO. Predict which catalyst facilitates the given reaction. (1) Reactant: [Cl:1][C:2]1[CH:7]=[CH:6][CH:5]=[CH:4][C:3]=1[C:8]1[C:9]([C:20]([NH2:22])=[O:21])=[CH:10][N:11]([C:13]2[CH:18]=[CH:17][N:16]=[C:15](Cl)[CH:14]=2)[CH:12]=1.[C:23]([NH2:26])(=[O:25])[CH3:24].CC1(C)C2C(=C(P(C3C=CC=CC=3)C3C=CC=CC=3)C=CC=2)OC2C(P(C3C=CC=CC=3)C3C=CC=CC=3)=CC=CC1=2.C(=O)([O-])[O-].[Cs+].[Cs+]. Product: [C:23]([NH:26][C:15]1[CH:14]=[C:13]([N:11]2[CH:12]=[C:8]([C:3]3[CH:4]=[CH:5][CH:6]=[CH:7][C:2]=3[Cl:1])[C:9]([C:20]([NH2:22])=[O:21])=[CH:10]2)[CH:18]=[CH:17][N:16]=1)(=[O:25])[CH3:24]. The catalyst class is: 333. (2) Reactant: [C:1]([C:5]1[CH:6]=[C:7]2[N:12]([CH:13]=1)[N:11]=[CH:10][N:9]=[C:8]2O)([CH3:4])([CH3:3])[CH3:2].O=P(Cl)(Cl)[Cl:17]. Product: [C:1]([C:5]1[CH:6]=[C:7]2[N:12]([CH:13]=1)[N:11]=[CH:10][N:9]=[C:8]2[Cl:17])([CH3:4])([CH3:3])[CH3:2]. The catalyst class is: 2. (3) Reactant: C[O:2][C:3]([C:5]1[CH:19]=[CH:18][C:8]2[NH:9][C:10]([C:12]3[CH:17]=[CH:16][CH:15]=[CH:14][CH:13]=3)=[N:11][C:7]=2[CH:6]=1)=O.[H-].[H-].[H-].[H-].[Li+].[Al+3].O.[OH-].[Na+]. Product: [C:12]1([C:10]2[NH:9][C:8]3[CH:18]=[CH:19][C:5]([CH2:3][OH:2])=[CH:6][C:7]=3[N:11]=2)[CH:17]=[CH:16][CH:15]=[CH:14][CH:13]=1. The catalyst class is: 1. (4) Reactant: [Br:1][C:2]1[CH:3]=[CH:4][CH:5]=[C:6]2[C:11]=1[N:10]=[C:9]([NH:12][C:13]([CH3:16])([CH3:15])[CH3:14])[C:8]([CH3:17])=[N:7]2.[Se](=O)=[O:19].O. Product: [Br:1][C:2]1[CH:3]=[CH:4][CH:5]=[C:6]2[C:11]=1[N:10]=[C:9]([NH:12][C:13]([CH3:14])([CH3:16])[CH3:15])[C:8]([CH:17]=[O:19])=[N:7]2. The catalyst class is: 258.